From a dataset of Catalyst prediction with 721,799 reactions and 888 catalyst types from USPTO. Predict which catalyst facilitates the given reaction. (1) Reactant: [Cl:1][C:2]1[CH:3]=[C:4]2[C:9](=[C:10]([O:12]C)[CH:11]=1)[N:8]=[CH:7][CH:6]=[CH:5]2.Cl.N1C=CC=CC=1.C(=O)(O)[O-].[Na+]. Product: [Cl:1][C:2]1[CH:3]=[C:4]2[C:9](=[C:10]([OH:12])[CH:11]=1)[N:8]=[CH:7][CH:6]=[CH:5]2. The catalyst class is: 6. (2) Reactant: [OH:1][CH2:2][CH2:3][N:4]1[C:12](=[O:13])[CH:11]2[CH:6]([CH:7]3[O:14][CH:10]2[CH:9]=[CH:8]3)[C:5]1=[O:15].CCN(CC)CC.[Br:23][C:24]([CH3:29])([CH3:28])[C:25](Br)=[O:26]. Product: [O:13]=[C:12]1[N:4]([CH2:3][CH2:2][O:1][C:25](=[O:26])[C:24]([Br:23])([CH3:29])[CH3:28])[C:5](=[O:15])[CH:6]2[CH:11]1[CH:10]1[O:14][CH:7]2[CH:8]=[CH:9]1. The catalyst class is: 1. (3) Reactant: [NH2:1][C:2]1[N:3]=[CH:4][C:5]([C:8]2[C:9]([F:19])=[C:10]([OH:18])[C:11]([CH:14]3[CH2:17][CH2:16][CH2:15]3)=[CH:12][CH:13]=2)=[N:6][CH:7]=1.Br[CH2:21][C:22]1[CH:27]=[CH:26][C:25]([F:28])=[CH:24][CH:23]=1.[OH-].[K+]. Product: [CH:14]1([C:11]2[CH:12]=[CH:13][C:8]([C:5]3[N:6]=[CH:7][C:2]([NH2:1])=[N:3][CH:4]=3)=[C:9]([F:19])[C:10]=2[O:18][CH2:21][C:22]2[CH:27]=[CH:26][C:25]([F:28])=[CH:24][CH:23]=2)[CH2:15][CH2:16][CH2:17]1. The catalyst class is: 16. (4) Reactant: [Cl:1][C:2]1[CH:3]=[C:4]([CH2:8][O:9][C:10]2[CH:11]=[CH:12][C:13]([CH3:30])=[C:14]([C:16]([NH:18][C:19]3[CH:24]=[CH:23][C:22]([CH2:25][C:26]([OH:28])=[O:27])=[CH:21][C:20]=3[CH3:29])=[O:17])[CH:15]=2)[CH:5]=[CH:6][CH:7]=1.[OH-].[Na+:32]. Product: [Na+:32].[Cl:1][C:2]1[CH:3]=[C:4]([CH2:8][O:9][C:10]2[CH:11]=[CH:12][C:13]([CH3:30])=[C:14]([C:16]([NH:18][C:19]3[CH:24]=[CH:23][C:22]([CH2:25][C:26]([O-:28])=[O:27])=[CH:21][C:20]=3[CH3:29])=[O:17])[CH:15]=2)[CH:5]=[CH:6][CH:7]=1. The catalyst class is: 5. (5) Reactant: [NH2:1][C:2]1[NH:6][N:5]=[C:4]([OH:7])[C:3]=1[C:8]1[CH:9]=[N:10][CH:11]=[CH:12][CH:13]=1.[O:14]1[C:18]2[CH:19]=[CH:20][C:21]([C:23](=O)[CH2:24][C:25](OC)=[O:26])=[CH:22][C:17]=2[CH2:16][CH2:15]1. Product: [O:14]1[C:18]2[CH:19]=[CH:20][C:21]([C:23]3[NH:1][C:2]4[N:6]([N:5]=[C:4]([OH:7])[C:3]=4[C:8]4[CH:9]=[N:10][CH:11]=[CH:12][CH:13]=4)[C:25](=[O:26])[CH:24]=3)=[CH:22][C:17]=2[CH2:16][CH2:15]1. The catalyst class is: 15. (6) Reactant: C(C[CH:5]1[C:9]2[CH:10]=[C:11]([C:14]#[N:15])[CH:12]=[CH:13][C:8]=2[O:7][CH2:6]1)(O)=O.C(N(CC)CC)C.ClC([O:26][CH:27](C)[CH3:28])=O.Cl.[NH2:31][CH2:32][C:33]1[CH:38]=[CH:37][C:36]([C:39]2[CH:44]=[CH:43][CH:42]=[CH:41][CH:40]=2)=[CH:35][CH:34]=1. Product: [C:36]1([C:39]2[CH:40]=[CH:41][CH:42]=[CH:43][CH:44]=2)[CH:37]=[CH:38][C:33]([CH2:32][NH:31][C:27](=[O:26])[CH2:28][CH:6]2[CH2:5][C:9]3[CH:10]=[C:11]([C:14]#[N:15])[CH:12]=[CH:13][C:8]=3[O:7]2)=[CH:34][CH:35]=1. The catalyst class is: 2.